From a dataset of Reaction yield outcomes from USPTO patents with 853,638 reactions. Predict the reaction yield, written as a fraction of the theoretical maximum amount of product (1.0 means a 100% yield; for example, 0.34 means a 34% yield). The reactants are [F:1][C:2]1[C:3]([CH3:25])=[C:4]([C@:8]2([C:21]([O:23][CH3:24])=[O:22])[CH2:12][CH2:11][C:10](OS(C(F)(F)F)(=O)=O)=[CH:9]2)[CH:5]=[CH:6][CH:7]=1.[CH:26]1([C:29]2[N:34]=[CH:33][C:32](B(O)O)=[CH:31][N:30]=2)[CH2:28][CH2:27]1.COCCOC. The catalyst is C1(P(C2C=CC=CC=2)C2C=CC=CC=2)C=CC=CC=1.C1(P(C2C=CC=CC=2)C2C=CC=CC=2)C=CC=CC=1.C1(P(C2C=CC=CC=2)C2C=CC=CC=2)C=CC=CC=1.C1(P(C2C=CC=CC=2)C2C=CC=CC=2)C=CC=CC=1.[Pd].CO. The product is [CH:26]1([C:29]2[N:34]=[CH:33][C:32]([C:10]3[CH2:11][CH2:12][C@:8]([C:4]4[CH:5]=[CH:6][CH:7]=[C:2]([F:1])[C:3]=4[CH3:25])([C:21]([O:23][CH3:24])=[O:22])[CH:9]=3)=[CH:31][N:30]=2)[CH2:28][CH2:27]1. The yield is 0.690.